This data is from Forward reaction prediction with 1.9M reactions from USPTO patents (1976-2016). The task is: Predict the product of the given reaction. (1) Given the reactants [H-].[Na+].[F:3][C:4]([F:8])([F:7])[CH2:5][OH:6].C([N:16]1[CH2:21][CH2:20][O:19][C@H:18]([CH2:22][C:23]2[CH:28]=[CH:27][C:26](F)=[C:25]([Cl:30])[CH:24]=2)[CH2:17]1)C1C=CC=CC=1.O, predict the reaction product. The product is: [F:3][C:4]([F:8])([F:7])[CH2:5][O:6][C:26]1[CH:27]=[CH:28][C:23]([CH2:22][C@H:18]2[O:19][CH2:20][CH2:21][NH:16][CH2:17]2)=[CH:24][C:25]=1[Cl:30]. (2) Given the reactants [F:1][C:2]1[C:7]([CH3:8])=[CH:6][C:5]([NH:9]C(=O)C)=[C:4]([N+:13]([O-:15])=[O:14])[CH:3]=1.[OH-].[K+].CO, predict the reaction product. The product is: [F:1][C:2]1[C:7]([CH3:8])=[CH:6][C:5]([NH2:9])=[C:4]([N+:13]([O-:15])=[O:14])[CH:3]=1. (3) Given the reactants Cl[C:2]1[CH:3]=[C:4]([CH:27]=[CH:28][N:29]=1)[C:5]([NH:7][C:8]1[C:17]2[C:12](=[CH:13][CH:14]=[CH:15][CH:16]=2)[C:11]([O:18][CH2:19][CH2:20][N:21]2[CH2:26][CH2:25][O:24][CH2:23][CH2:22]2)=[CH:10][CH:9]=1)=[O:6].[NH:30]1[CH2:35][CH2:34][O:33][CH2:32][CH2:31]1, predict the reaction product. The product is: [N:30]1([C:2]2[CH:3]=[C:4]([CH:27]=[CH:28][N:29]=2)[C:5]([NH:7][C:8]2[C:17]3[C:12](=[CH:13][CH:14]=[CH:15][CH:16]=3)[C:11]([O:18][CH2:19][CH2:20][N:21]3[CH2:22][CH2:23][O:24][CH2:25][CH2:26]3)=[CH:10][CH:9]=2)=[O:6])[CH2:35][CH2:34][O:33][CH2:32][CH2:31]1.